From a dataset of Forward reaction prediction with 1.9M reactions from USPTO patents (1976-2016). Predict the product of the given reaction. (1) Given the reactants [NH2:1][C:2]1[CH:7]=[CH:6][C:5]([C:8]2[CH:13]=[CH:12][CH:11]=[C:10]([Cl:14])[CH:9]=2)=[CH:4][C:3]=1[C:15](=[O:17])[CH3:16].[C:18]([Mg]Br)#[CH:19].C1N=CN([C:27](N2C=NC=C2)=[O:28])C=1, predict the reaction product. The product is: [Cl:14][C:10]1[CH:9]=[C:8]([C:5]2[CH:6]=[CH:7][C:2]3[NH:1][C:27](=[O:28])[O:17][C:15]([C:18]#[CH:19])([CH3:16])[C:3]=3[CH:4]=2)[CH:13]=[CH:12][CH:11]=1. (2) Given the reactants [CH3:1][O:2][C:3](=[O:14])[C:4]1[CH:9]=[C:8]([CH:10]=C)[C:7]([NH2:12])=[C:6]([F:13])[CH:5]=1.[BH4-].[Na+].CC[O:19]C(C)=O, predict the reaction product. The product is: [CH3:1][O:2][C:3](=[O:14])[C:4]1[CH:9]=[C:8]([CH2:10][OH:19])[C:7]([NH2:12])=[C:6]([F:13])[CH:5]=1. (3) The product is: [F:1][C:2]1[CH:7]=[CH:6][CH:5]=[C:4]([F:8])[C:3]=1[N:9]1[C:14]2[N:15]=[C:16]([NH:39][CH2:40][CH2:41][NH:42][CH3:43])[N:17]=[C:18]([C:19]3[CH:20]=[C:21]([NH:26][C:27]([C:29]4[S:30][CH:31]=[CH:32][CH:33]=4)=[O:28])[CH:22]=[CH:23][C:24]=3[CH3:25])[C:13]=2[CH:12]=[CH:11][C:10]1=[O:38]. Given the reactants [F:1][C:2]1[CH:7]=[CH:6][CH:5]=[C:4]([F:8])[C:3]=1[N:9]1[C:14]2[N:15]=[C:16](S(C)(=O)=O)[N:17]=[C:18]([C:19]3[CH:20]=[C:21]([NH:26][C:27]([C:29]4[S:30][CH:31]=[CH:32][CH:33]=4)=[O:28])[CH:22]=[CH:23][C:24]=3[CH3:25])[C:13]=2[CH:12]=[CH:11][C:10]1=[O:38].[NH2:39][CH2:40][CH2:41][N:42](C)[C:43](=O)OC(C)(C)C, predict the reaction product. (4) Given the reactants [F:1][C:2]1[CH:32]=[CH:31][C:5]([CH2:6][NH:7][C:8]([C:10]2[N:15]=[C:14]([CH3:16])[N:13]=[C:12]([C:17]3[CH2:21][C@@H:20]([C@H:22]4[CH2:27][O:26][C@H:25]([C:28]([OH:30])=[O:29])[CH2:24][O:23]4)[O:19][N:18]=3)[CH:11]=2)=[O:9])=[CH:4][C:3]=1[O:33][CH3:34].[C:35](=O)([O-])[O-].[K+].[K+].IC, predict the reaction product. The product is: [F:1][C:2]1[CH:32]=[CH:31][C:5]([CH2:6][NH:7][C:8]([C:10]2[N:15]=[C:14]([CH3:16])[N:13]=[C:12]([C:17]3[CH2:21][C@@H:20]([C@H:22]4[CH2:27][O:26][C@H:25]([C:28]([O:30][CH3:35])=[O:29])[CH2:24][O:23]4)[O:19][N:18]=3)[CH:11]=2)=[O:9])=[CH:4][C:3]=1[O:33][CH3:34]. (5) Given the reactants N[C:2]1[CH:3]=[C:4]([S:9]([OH:12])(=[O:11])=[O:10])[CH:5]=[CH:6][C:7]=1[Cl:8].Cl.N([O-])=O.[Na+].[CH3:18][S:19]SC, predict the reaction product. The product is: [Cl:8][C:7]1[CH:6]=[CH:5][C:4]([S:9]([OH:12])(=[O:11])=[O:10])=[CH:3][C:2]=1[S:19][CH3:18]. (6) Given the reactants [H-].[Na+].N[C@H:4]([CH2:15][C:16]1[CH:21]=[CH:20][C:19]([CH2:22][CH3:23])=[C:18]([CH2:24][CH3:25])[CH:17]=1)[C:5]([O:7][CH2:8][C:9]1[CH:14]=[CH:13][CH:12]=[CH:11][CH:10]=1)=[O:6].[O:26]=[C:27]1[N:33]([CH:34]2[CH2:39][CH2:38][N:37]([C:40](Cl)=[O:41])[CH2:36][CH2:35]2)[CH2:32][CH2:31][C:30]2[CH:43]=[CH:44][CH:45]=[CH:46][C:29]=2[NH:28]1.C1C[O:50]CC1, predict the reaction product. The product is: [O:26]=[C:27]1[N:33]([CH:34]2[CH2:39][CH2:38][N:37]([C:40]([O:50][C@@H:4]([C:5]([O:7][CH2:8][C:9]3[CH:14]=[CH:13][CH:12]=[CH:11][CH:10]=3)=[O:6])[CH2:15][C:16]3[CH:21]=[CH:20][C:19]([CH2:22][CH3:23])=[C:18]([CH2:24][CH3:25])[CH:17]=3)=[O:41])[CH2:36][CH2:35]2)[CH2:32][CH2:31][C:30]2[CH:43]=[CH:44][CH:45]=[CH:46][C:29]=2[NH:28]1. (7) The product is: [CH:8]1([NH:11][C:12]2[C:13]3[CH:23]=[N:22][N:21]([CH2:24][CH3:25])[C:14]=3[N:15]=[CH:16][C:17]=2[C:18]2[CH2:1][C:2]3([CH2:7][CH2:6][CH2:5][CH2:4][CH2:3]3)[O:20][N:19]=2)[CH2:9][CH2:10]1. Given the reactants [CH2:1]=[C:2]1[CH2:7][CH2:6][CH2:5][CH2:4][CH2:3]1.[CH:8]1([NH:11][C:12]2[C:17]([CH:18]=[N:19][OH:20])=[CH:16][N:15]=[C:14]3[N:21]([CH2:24][CH3:25])[N:22]=[CH:23][C:13]=23)[CH2:10][CH2:9]1.Cl[O-].[Na+], predict the reaction product. (8) Given the reactants [CH2:1]([N:8]1[C:16]2[C:11](=[CH:12][C:13]([C:17]3[CH:22]=[CH:21][C:20]([O:23][C:24]([F:27])([F:26])[F:25])=[CH:19][CH:18]=3)=[CH:14][CH:15]=2)[C:10]([C:28](=[O:34])[C:29]([O:31]CC)=[O:30])=[CH:9]1)[C:2]1[CH:7]=[CH:6][CH:5]=[CH:4][CH:3]=1.[OH-].[K+], predict the reaction product. The product is: [CH2:1]([N:8]1[C:16]2[C:11](=[CH:12][C:13]([C:17]3[CH:22]=[CH:21][C:20]([O:23][C:24]([F:27])([F:25])[F:26])=[CH:19][CH:18]=3)=[CH:14][CH:15]=2)[C:10]([C:28](=[O:34])[C:29]([OH:31])=[O:30])=[CH:9]1)[C:2]1[CH:3]=[CH:4][CH:5]=[CH:6][CH:7]=1. (9) Given the reactants [NH2:1][CH2:2][C@H:3]1[CH2:7][C@@H:6]([NH:8][S:9]([C:12]2[CH:17]=[C:16]([Br:18])[CH:15]=[CH:14][C:13]=2[Br:19])(=[O:11])=[O:10])[CH2:5][N:4]1[C:20](OC(C)(C)C)=O.[F:27][C:28]1[CH:36]=[CH:35][C:31]([C:32](Cl)=[O:33])=[CH:30][CH:29]=1.Cl.CC[N:40](C(C)C)C(C)C.N#CBr.C(O)C(N)(CO)CO, predict the reaction product. The product is: [C:20]([N:4]1[CH2:5][C@H:6]([NH:8][S:9]([C:12]2[CH:17]=[C:16]([Br:18])[CH:15]=[CH:14][C:13]=2[Br:19])(=[O:10])=[O:11])[CH2:7][C@@H:3]1[CH2:2][NH:1][C:32](=[O:33])[C:31]1[CH:35]=[CH:36][C:28]([F:27])=[CH:29][CH:30]=1)#[N:40].